This data is from CYP2C19 inhibition data for predicting drug metabolism from PubChem BioAssay. The task is: Regression/Classification. Given a drug SMILES string, predict its absorption, distribution, metabolism, or excretion properties. Task type varies by dataset: regression for continuous measurements (e.g., permeability, clearance, half-life) or binary classification for categorical outcomes (e.g., BBB penetration, CYP inhibition). Dataset: cyp2c19_veith. (1) The compound is CC(C)C(NC(=O)OCc1ccccc1)C(=O)O. The result is 0 (non-inhibitor). (2) The compound is COc1ccc(NC(=O)N2CC3(CCNCC3)C2)cc1. The result is 0 (non-inhibitor). (3) The compound is CCC/C=C(\CCC)C(NC(=O)c1ccco1)c1ccc(C(=O)OC)cc1. The result is 1 (inhibitor). (4) The compound is O=C(N/N=C1/C[C@@H](O)[C@@H](O)[C@@H]2[C@@H]3C(=O)N(C4CCCCC4)C(=O)[C@H]3CC[C@@H]12)OCc1ccccc1. The result is 0 (non-inhibitor). (5) The drug is Cl.Cl.Cl.Cl.Cl.Cl.N.N.N.N.NNNNN.NNNNN.O.O.[Ru].[Ru].[Ru]. The result is 0 (non-inhibitor).